Dataset: TCR-epitope binding with 47,182 pairs between 192 epitopes and 23,139 TCRs. Task: Binary Classification. Given a T-cell receptor sequence (or CDR3 region) and an epitope sequence, predict whether binding occurs between them. (1) The epitope is KLPDDFTGCV. The TCR CDR3 sequence is CASSPTRDRPYNEQFF. Result: 1 (the TCR binds to the epitope). (2) The epitope is AYAQKIFKI. The TCR CDR3 sequence is CASSHSDSYEQYF. Result: 0 (the TCR does not bind to the epitope).